Dataset: Reaction yield outcomes from USPTO patents with 853,638 reactions. Task: Predict the reaction yield, written as a fraction of the theoretical maximum amount of product (1.0 means a 100% yield; for example, 0.34 means a 34% yield). The reactants are CCCCCC.[CH3:7][C:8]1([CH3:17])[O:12][C@H:11]([C:13](OC)=[O:14])[CH2:10][O:9]1.[H-].C([Al+]CC(C)C)C(C)C.[Cl-].[NH4+]. The catalyst is C(OCC)(=O)C. The product is [CH3:7][C:8]1([CH3:17])[O:12][C@H:11]([CH:13]=[O:14])[CH2:10][O:9]1. The yield is 0.899.